Task: Regression. Given two drug SMILES strings and cell line genomic features, predict the synergy score measuring deviation from expected non-interaction effect.. Dataset: NCI-60 drug combinations with 297,098 pairs across 59 cell lines Drug 1: CC12CCC3C(C1CCC2O)C(CC4=C3C=CC(=C4)O)CCCCCCCCCS(=O)CCCC(C(F)(F)F)(F)F. Drug 2: C1C(C(OC1N2C=NC(=NC2=O)N)CO)O. Cell line: OVCAR-5. Synergy scores: CSS=2.30, Synergy_ZIP=0.622, Synergy_Bliss=1.93, Synergy_Loewe=-0.0559, Synergy_HSA=-0.627.